This data is from Catalyst prediction with 721,799 reactions and 888 catalyst types from USPTO. The task is: Predict which catalyst facilitates the given reaction. (1) Reactant: [C:1]([C:5]1[CH:6]=[C:7]2[C:12](=[C:13]([F:15])[CH:14]=1)[C:11](=[O:16])[N:10]([C:17]1[CH:22]=[CH:21][CH:20]=[C:19]([C:23]3[CH:28]=[C:27]([NH:29][C:30]4[CH:35]=[CH:34][C:33]([CH:36]5[CH2:41][CH2:40][NH:39][CH2:38][CH2:37]5)=[CH:32][N:31]=4)[C:26](=[O:42])[N:25]([CH3:43])[N:24]=3)[C:18]=1[CH2:44][OH:45])[N:9]=[CH:8]2)([CH3:4])([CH3:3])[CH3:2].C(=O)([O-])[O-].[K+].[K+].FC(F)(F)S(O[CH2:58][C:59]([F:62])([F:61])[F:60])(=O)=O.CCOC(C)=O. Product: [C:1]([C:5]1[CH:6]=[C:7]2[C:12](=[C:13]([F:15])[CH:14]=1)[C:11](=[O:16])[N:10]([C:17]1[CH:22]=[CH:21][CH:20]=[C:19]([C:23]3[CH:28]=[C:27]([NH:29][C:30]4[N:31]=[CH:32][C:33]([CH:36]5[CH2:41][CH2:40][N:39]([CH2:58][C:59]([F:62])([F:61])[F:60])[CH2:38][CH2:37]5)=[CH:34][CH:35]=4)[C:26](=[O:42])[N:25]([CH3:43])[N:24]=3)[C:18]=1[CH2:44][OH:45])[N:9]=[CH:8]2)([CH3:4])([CH3:2])[CH3:3]. The catalyst class is: 18. (2) Reactant: [CH2:1]([O:8][C:9]([N:11]1[CH2:16][CH2:15][CH2:14][CH2:13][CH:12]1[C:17]([OH:19])=O)=[O:10])[C:2]1[CH:7]=[CH:6][CH:5]=[CH:4][CH:3]=1.C(N(C(C)C)CC)(C)C.ON1C2C=CC=CC=2N=N1.Cl.[NH2:40][CH:41]1[CH:48]2[CH2:49][CH:44]3[CH2:45][CH:46]([CH2:50][CH:42]1[CH2:43]3)[CH2:47]2.CCN=C=NCCCN(C)C.Cl. Product: [CH2:1]([O:8][C:9]([N:11]1[CH2:16][CH2:15][CH2:14][CH2:13][CH:12]1[C:17](=[O:19])[NH:40][CH:41]1[CH:42]2[CH2:50][CH:46]3[CH2:45][CH:44]([CH2:49][CH:48]1[CH2:47]3)[CH2:43]2)=[O:10])[C:2]1[CH:3]=[CH:4][CH:5]=[CH:6][CH:7]=1. The catalyst class is: 4. (3) Reactant: [H-].COCCO[Al+]OCCOC.[Na+].[H-].[CH2:15]([O:22][C:23]1[CH:24]=[C:25]([CH:29]([OH:33])[C:30]#[C:31][CH3:32])[CH:26]=[CH:27][CH:28]=1)[C:16]1[CH:21]=[CH:20][CH:19]=[CH:18][CH:17]=1. Product: [CH2:15]([O:22][C:23]1[CH:24]=[C:25]([CH:29]([OH:33])/[CH:30]=[CH:31]/[CH3:32])[CH:26]=[CH:27][CH:28]=1)[C:16]1[CH:17]=[CH:18][CH:19]=[CH:20][CH:21]=1. The catalyst class is: 28. (4) Reactant: Cl[C:2]1[N:7]=[CH:6][N:5]=[C:4]([NH2:8])[CH:3]=1.C(N(C(C)C)CC)(C)C.[N:18]1([C:25]([O:27][C:28]([CH3:31])([CH3:30])[CH3:29])=[O:26])[CH2:24][CH2:23][CH2:22][NH:21][CH2:20][CH2:19]1. Product: [NH2:8][C:4]1[N:5]=[CH:6][N:7]=[C:2]([N:21]2[CH2:22][CH2:23][CH2:24][N:18]([C:25]([O:27][C:28]([CH3:31])([CH3:30])[CH3:29])=[O:26])[CH2:19][CH2:20]2)[CH:3]=1. The catalyst class is: 51.